From a dataset of NCI-60 drug combinations with 297,098 pairs across 59 cell lines. Regression. Given two drug SMILES strings and cell line genomic features, predict the synergy score measuring deviation from expected non-interaction effect. Drug 1: CCC(=C(C1=CC=CC=C1)C2=CC=C(C=C2)OCCN(C)C)C3=CC=CC=C3.C(C(=O)O)C(CC(=O)O)(C(=O)O)O. Drug 2: COC1=NC(=NC2=C1N=CN2C3C(C(C(O3)CO)O)O)N. Cell line: HOP-62. Synergy scores: CSS=19.7, Synergy_ZIP=-3.21, Synergy_Bliss=-0.655, Synergy_Loewe=-2.56, Synergy_HSA=-0.461.